Dataset: Full USPTO retrosynthesis dataset with 1.9M reactions from patents (1976-2016). Task: Predict the reactants needed to synthesize the given product. (1) Given the product [CH2:29]([O:28][C:26](=[O:27])[CH2:21][N:22]([C:14]([C:11]1[C:10]([OH:17])=[CH:9][CH:8]=[CH:13][N:39]=1)=[O:16])[CH3:23])[CH3:30], predict the reactants needed to synthesize it. The reactants are: ClC1C=CC([C:8]2[CH:13]=C[C:11]([C:14]([OH:16])=O)=[C:10]([O:17]C)[CH:9]=2)=CC=1.OC1[C:21]([C:26]([OH:28])=[O:27])=[N:22][CH:23]=CC=1.[CH:29](N(C(C)C)CC)(C)[CH3:30].C[N:39](C)CCCN=C=NCC.ON1C2C=CC=CC=2N=N1. (2) Given the product [F:1][C:2]1[CH:3]=[CH:4][C:5]([C@@H:8]([OH:19])[C@@H:9]([C:13]2[CH:14]=[CH:15][CH:16]=[CH:17][CH:18]=2)[CH2:10][N:11]([CH3:12])[C:35](=[O:36])[O:37][C:38]([CH3:39])([CH3:40])[CH3:41])=[CH:6][CH:7]=1, predict the reactants needed to synthesize it. The reactants are: [F:1][C:2]1[CH:7]=[CH:6][C:5]([CH:8]([OH:19])[CH:9]([C:13]2[CH:18]=[CH:17][CH:16]=[CH:15][CH:14]=2)[CH2:10][NH:11][CH3:12])=[CH:4][CH:3]=1.C(N(CC)CC)C.[CH3:39][C:38]([O:37][C:35](O[C:35]([O:37][C:38]([CH3:41])([CH3:40])[CH3:39])=[O:36])=[O:36])([CH3:41])[CH3:40].